This data is from Catalyst prediction with 721,799 reactions and 888 catalyst types from USPTO. The task is: Predict which catalyst facilitates the given reaction. (1) Reactant: [F:1][C:2]1[CH:7]=[CH:6][C:5]([C:8](=[O:11])[CH2:9][CH3:10])=[C:4]([NH:12][C:13]2[CH:18]=[CH:17][CH:16]=[CH:15][CH:14]=2)[CH:3]=1.Cl[C:20](=[O:25])[C:21]([O:23][CH3:24])=[O:22]. Product: [CH3:24][O:23][C:21](=[O:22])[C:20]([N:12]([C:4]1[CH:3]=[C:2]([F:1])[CH:7]=[CH:6][C:5]=1[C:8](=[O:11])[CH2:9][CH3:10])[C:13]1[CH:14]=[CH:15][CH:16]=[CH:17][CH:18]=1)=[O:25]. The catalyst class is: 11. (2) Product: [CH3:21][C:22]1[CH:27]=[CH:26][C:25]([S:28]([N:11]2[CH:12]=[CH:13][CH:14]=[C:9]([OH:8])[C:10]2=[O:15])(=[O:30])=[O:29])=[CH:24][CH:23]=1. The catalyst class is: 1. Reactant: [Si]([O:8][C:9]1[C:10](=[O:15])[NH:11][CH:12]=[CH:13][CH:14]=1)(C(C)(C)C)(C)C.C([Li])CCC.[CH3:21][C:22]1[CH:27]=[CH:26][C:25]([S:28](Cl)(=[O:30])=[O:29])=[CH:24][CH:23]=1.O. (3) Reactant: CN(C=O)C.CO[C:8](=[O:43])[N:9]=[C:10](SC)[C:11]([C:28]1[CH:37]=[C:36]([O:38][CH3:39])[C:31]2[O:32][CH2:33][CH2:34][O:35][C:30]=2[C:29]=1[F:40])=[N:12][C:13]1[CH:18]=[CH:17][C:16]([C:19]2[N:23]=[C:22]([C:24]([F:27])([F:26])[F:25])[O:21][N:20]=2)=[CH:15][CH:14]=1.[CH2:44]([O:46][C:47]([C:49]1[S:53][CH:52]=[N:51][C:50]=1[NH:54][NH2:55])=[O:48])[CH3:45]. Product: [CH2:44]([O:46][C:47]([C:49]1[S:53][CH:52]=[N:51][C:50]=1[N:54]1[C:8](=[O:43])[NH:9][C:10]([CH:11]([C:28]2[CH:37]=[C:36]([O:38][CH3:39])[C:31]3[O:32][CH2:33][CH2:34][O:35][C:30]=3[C:29]=2[F:40])[NH:12][C:13]2[CH:18]=[CH:17][C:16]([C:19]3[N:23]=[C:22]([C:24]([F:27])([F:25])[F:26])[O:21][N:20]=3)=[CH:15][CH:14]=2)=[N:55]1)=[O:48])[CH3:45]. The catalyst class is: 66. (4) Reactant: [CH:1]1([C:7]2[C:8]3[CH:9]=[CH:10][C:11](C(O)=O)=[CH:12][C:13]=3[N:14]3[CH2:20][CH:19]([NH:21][CH2:22][CH2:23][N:24]([CH3:26])[CH3:25])[CH2:18][C:17]4[CH:27]=[CH:28][CH:29]=[CH:30][C:16]=4[C:15]=23)[CH2:6][CH2:5][CH2:4][CH2:3][CH2:2]1.C[C:35]([OH:37])=O.[CH2:38]=[O:39].[BH3-][C:41]#N.[Na+]. Product: [CH:1]1([C:7]2[C:8]3[CH:9]=[CH:10][C:11]([C:38]([O:37][CH3:35])=[O:39])=[CH:12][C:13]=3[N:14]3[CH2:20][CH:19]([N:21]([CH2:22][CH2:23][N:24]([CH3:26])[CH3:25])[CH3:41])[CH2:18][C:17]4[CH:27]=[CH:28][CH:29]=[CH:30][C:16]=4[C:15]=23)[CH2:2][CH2:3][CH2:4][CH2:5][CH2:6]1. The catalyst class is: 91. (5) Reactant: [CH3:1][C:2]1[CH:9]=[CH:8][C:5]([C:6]#[N:7])=[C:4]([NH:10][C:11]2[CH:16]=[CH:15][CH:14]=[CH:13][C:12]=2[N+:17]([O-])=O)[CH:3]=1.O.O.[Sn](Cl)[Cl:23].Cl. Product: [ClH:23].[CH3:1][C:2]1[CH:9]=[CH:8][C:5]2[C:6]([NH2:7])=[N:17][C:12]3[CH:13]=[CH:14][CH:15]=[CH:16][C:11]=3[NH:10][C:4]=2[CH:3]=1. The catalyst class is: 8. (6) Reactant: C(OC(=O)[NH:7][C@H:8]1[CH2:12][CH2:11][N:10]([C@@H:13]([CH2:19][N:20](C(OCC2C=CC=CC=2)=O)[CH2:21][C:22]2[CH:27]=[CH:26][C:25]([CH3:28])=[CH:24][C:23]=2[CH3:29])[C@@H:14]([OH:18])[C:15]#[C:16][CH3:17])[C:9]1=[O:40])(C)(C)C.C(O)(C(F)(F)F)=O.C(N(CC)C(C)C)(C)C.[F:58][C:59]([F:70])([F:69])[C:60]1[CH:61]=[C:62]([CH:66]=[CH:67][CH:68]=1)[C:63]([OH:65])=O.F[P-](F)(F)(F)(F)F.N1(O[P+](N(C)C)(N(C)C)N(C)C)C2C=CC=CC=2N=N1. Product: [CH3:29][C:23]1[CH:24]=[C:25]([CH3:28])[CH:26]=[CH:27][C:22]=1[CH2:21][NH:20][CH2:19][C@H:13]([N:10]1[CH2:11][CH2:12][C@H:8]([NH:7][C:63](=[O:65])[C:62]2[CH:66]=[CH:67][CH:68]=[C:60]([C:59]([F:58])([F:70])[F:69])[CH:61]=2)[C:9]1=[O:40])[C@@H:14]([OH:18])[CH2:15][CH2:16][CH3:17]. The catalyst class is: 172. (7) Reactant: [Br:1][C:2]1[C:10]([F:11])=[CH:9][C:5]([C:6]([OH:8])=O)=[C:4]([Cl:12])[CH:3]=1.[CH2:13]([N:15](CC)[CH2:16][CH3:17])[CH3:14].N1CCCC1.C(P1(=O)OP(=O)(CCC)OP(=O)(CCC)O1)CC. Product: [Br:1][C:2]1[C:10]([F:11])=[CH:9][C:5]([C:6]([N:15]2[CH2:16][CH2:17][CH2:14][CH2:13]2)=[O:8])=[C:4]([Cl:12])[CH:3]=1. The catalyst class is: 25. (8) Reactant: [C:1]([NH:5][C:6]1[C:7]([CH3:26])=[N:8][C:9]2[C:14]([N:15]=1)=[C:13]([C:16]1[NH:20][N:19]=[C:18]([C:21]([O:23]CC)=[O:22])[CH:17]=1)[CH:12]=[CH:11][CH:10]=2)([CH3:4])([CH3:3])[CH3:2].[Li+].[OH-].O1CCOCC1. Product: [C:1]([NH:5][C:6]1[C:7]([CH3:26])=[N:8][C:9]2[C:14]([N:15]=1)=[C:13]([C:16]1[NH:20][N:19]=[C:18]([C:21]([OH:23])=[O:22])[CH:17]=1)[CH:12]=[CH:11][CH:10]=2)([CH3:4])([CH3:3])[CH3:2]. The catalyst class is: 6. (9) Reactant: C(OC(=O)[NH:7][CH2:8][CH2:9][N:10]1[C:18]2[C:17]([NH:19][C:20]3[CH:25]=[CH:24][C:23]([O:26][C:27]4[CH:32]=[CH:31][CH:30]=[C:29]([O:33][C:34]5[CH:39]=[CH:38][CH:37]=[CH:36][CH:35]=5)[CH:28]=4)=[C:22]([Cl:40])[CH:21]=3)=[N:16][CH:15]=[N:14][C:13]=2[CH:12]=[CH:11]1)(C)(C)C.[ClH:42]. Product: [ClH:40].[ClH:42].[NH2:7][CH2:8][CH2:9][N:10]1[C:18]2[C:17]([NH:19][C:20]3[CH:25]=[CH:24][C:23]([O:26][C:27]4[CH:32]=[CH:31][CH:30]=[C:29]([O:33][C:34]5[CH:39]=[CH:38][CH:37]=[CH:36][CH:35]=5)[CH:28]=4)=[C:22]([Cl:40])[CH:21]=3)=[N:16][CH:15]=[N:14][C:13]=2[CH:12]=[CH:11]1. The catalyst class is: 7.